This data is from Forward reaction prediction with 1.9M reactions from USPTO patents (1976-2016). The task is: Predict the product of the given reaction. (1) Given the reactants [CH2:1]([C:4]1[N:8]([CH2:9][C:10]2[CH:15]=[CH:14][C:13]([C:16]3[C:17]([CH:22]=[O:23])=[CH:18][CH:19]=[CH:20][CH:21]=3)=[CH:12][CH:11]=2)[C:7]2[CH:24]=[C:25]([C:29]3[N:30]=[CH:31][N:32]([CH3:34])[CH:33]=3)[CH:26]=[C:27]([CH3:28])[C:6]=2[N:5]=1)[CH2:2][CH3:3].[OH:35]O.Cl, predict the reaction product. The product is: [CH2:1]([C:4]1[N:8]([CH2:9][C:10]2[CH:15]=[CH:14][C:13]([C:16]3[C:17]([C:22]([OH:35])=[O:23])=[CH:18][CH:19]=[CH:20][CH:21]=3)=[CH:12][CH:11]=2)[C:7]2[CH:24]=[C:25]([C:29]3[N:30]=[CH:31][N:32]([CH3:34])[CH:33]=3)[CH:26]=[C:27]([CH3:28])[C:6]=2[N:5]=1)[CH2:2][CH3:3]. (2) Given the reactants Cl[C:2]1[N:7]=[CH:6][C:5]([C:8]([OH:11])([CH3:10])[CH3:9])=[CH:4][N:3]=1.[OH:12][C:13]([CH3:46])([CH3:45])[CH2:14][C@@:15]1([C:39]2[CH:44]=[CH:43][CH:42]=[CH:41][CH:40]=2)[O:20][C:19](=[O:21])[N:18]([C@H:22]([C:24]2[CH:29]=[CH:28][C:27](B3OC(C)(C)C(C)(C)O3)=[CH:26][CH:25]=2)[CH3:23])[CH2:17][CH2:16]1.C([O-])(O)=O.[Na+], predict the reaction product. The product is: [OH:12][C:13]([CH3:45])([CH3:46])[CH2:14][C@@:15]1([C:39]2[CH:44]=[CH:43][CH:42]=[CH:41][CH:40]=2)[O:20][C:19](=[O:21])[N:18]([C@H:22]([C:24]2[CH:25]=[CH:26][C:27]([C:2]3[N:7]=[CH:6][C:5]([C:8]([OH:11])([CH3:10])[CH3:9])=[CH:4][N:3]=3)=[CH:28][CH:29]=2)[CH3:23])[CH2:17][CH2:16]1. (3) Given the reactants Br[C:2]1[CH:7]=[CH:6][N:5]2[N:8]=[C:9]([C:11]3[CH:16]=[CH:15][C:14]([F:17])=[CH:13][CH:12]=3)[CH:10]=[C:4]2[CH:3]=1.[C:18]([C:21]1[CH:22]=[C:23](B(O)O)[CH:24]=[CH:25][CH:26]=1)(=[O:20])[CH3:19].C(=O)([O-])[O-].[Cs+].[Cs+].O1CCCC1, predict the reaction product. The product is: [F:17][C:14]1[CH:15]=[CH:16][C:11]([C:9]2[CH:10]=[C:4]3[CH:3]=[C:2]([C:25]4[CH:26]=[C:21]([C:18](=[O:20])[CH3:19])[CH:22]=[CH:23][CH:24]=4)[CH:7]=[CH:6][N:5]3[N:8]=2)=[CH:12][CH:13]=1. (4) Given the reactants [C:1]([O:5][C:6]([N:8]1[CH2:13][CH2:12][CH:11]([N:14]2[C:27]3[CH:26]=[CH:25][C:24](Cl)=[CH:23][C:22]=3[O:21][C:20]3[C:15]2=[CH:16][CH:17]=[CH:18][CH:19]=3)[CH2:10][CH2:9]1)=[O:7])([CH3:4])([CH3:3])[CH3:2].BrC1C=CC2N([CH:44]3[CH2:49][CH2:48][NH:47][CH2:46][CH2:45]3)C3C(SC=2C=1)=CC=CC=3.O1CCOCC1.O, predict the reaction product. The product is: [C:1]([O:5][C:6]([N:8]1[CH2:13][CH2:12][CH:11]([N:14]2[C:27]3[CH:26]=[CH:25][C:24]([C:45]4[CH:46]=[N:47][CH:48]=[CH:49][CH:44]=4)=[CH:23][C:22]=3[O:21][C:20]3[C:15]2=[CH:16][CH:17]=[CH:18][CH:19]=3)[CH2:10][CH2:9]1)=[O:7])([CH3:4])([CH3:3])[CH3:2]. (5) Given the reactants C(OC(=O)[NH:7][C:8]1[CH:13]=[C:12]([O:14][CH2:15][CH2:16][CH3:17])[C:11]([C:18]([F:21])([F:20])[F:19])=[CH:10][C:9]=1[NH:22][C:23](=[O:42])[CH2:24][C:25]([C:27]1[CH:32]=[CH:31][CH:30]=[C:29]([C:33]2[CH:34]=[N:35][C:36]([CH:39]3[CH2:41][CH2:40]3)=[CH:37][CH:38]=2)[CH:28]=1)=O)(C)(C)C.C(O)(C(F)(F)F)=O, predict the reaction product. The product is: [CH:39]1([C:36]2[N:35]=[CH:34][C:33]([C:29]3[CH:28]=[C:27]([C:25]4[CH2:24][C:23](=[O:42])[NH:22][C:9]5[CH:10]=[C:11]([C:18]([F:19])([F:20])[F:21])[C:12]([O:14][CH2:15][CH2:16][CH3:17])=[CH:13][C:8]=5[N:7]=4)[CH:32]=[CH:31][CH:30]=3)=[CH:38][CH:37]=2)[CH2:40][CH2:41]1. (6) Given the reactants [CH3:1][C:2]1([CH3:29])[O:7][CH2:6][CH2:5][N:4]([C:8]([N:10]2[CH2:15][CH:14]([C:16]3[CH:21]=[CH:20][C:19]([C:22]([F:25])([F:24])[F:23])=[CH:18][CH:17]=3)[CH2:13][CH:12]([C:26]([OH:28])=O)[CH2:11]2)=[O:9])[CH2:3]1.O[N:31]=[C:32]([NH2:34])[CH3:33], predict the reaction product. The product is: [CH3:1][C:2]1([CH3:29])[O:7][CH2:6][CH2:5][N:4]([C:8]([N:10]2[CH2:15][CH:14]([C:16]3[CH:21]=[CH:20][C:19]([C:22]([F:23])([F:25])[F:24])=[CH:18][CH:17]=3)[CH2:13][CH:12]([C:26]3[O:28][N:34]=[C:32]([CH3:33])[N:31]=3)[CH2:11]2)=[O:9])[CH2:3]1. (7) Given the reactants [F:1][C:2]1[CH:3]=[C:4]([NH:9][C:10]([C:12]2[NH:13][C:14]3[C:19]([CH:20]=2)=[CH:18][C:17]([CH:21]2[CH2:25][CH2:24][NH:23][CH2:22]2)=[CH:16][CH:15]=3)=[O:11])[CH:5]=[C:6]([F:8])[CH:7]=1.C(N(CC)C(C)C)(C)C.FC(F)(F)S(O[CH2:41][C:42]([F:45])([F:44])[F:43])(=O)=O, predict the reaction product. The product is: [F:1][C:2]1[CH:3]=[C:4]([NH:9][C:10]([C:12]2[NH:13][C:14]3[C:19]([CH:20]=2)=[CH:18][C:17]([CH:21]2[CH2:25][CH2:24][N:23]([CH2:41][C:42]([F:45])([F:44])[F:43])[CH2:22]2)=[CH:16][CH:15]=3)=[O:11])[CH:5]=[C:6]([F:8])[CH:7]=1. (8) The product is: [ClH:13].[CH3:15][O:9][C:8]([C@H:5]1[CH2:6][CH2:7][C@H:2]([NH2:1])[CH2:3][CH2:4]1)=[O:10]. Given the reactants [NH2:1][C@H:2]1[CH2:7][CH2:6][C@H:5]([C:8]([OH:10])=[O:9])[CH2:4][CH2:3]1.S(Cl)([Cl:13])=O.[CH3:15]O, predict the reaction product.